Predict the reactants needed to synthesize the given product. From a dataset of Full USPTO retrosynthesis dataset with 1.9M reactions from patents (1976-2016). (1) The reactants are: O.O.[Sn](Cl)Cl.[Br:6][C:7]1[CH:12]=[CH:11][C:10]([C:13]2[C:22]3[C:17](=[C:18]([N+:23]([O-])=O)[CH:19]=[CH:20][CH:21]=3)[N:16]=[CH:15][CH:14]=2)=[CH:9][CH:8]=1.[OH-].[K+]. Given the product [NH2:23][C:18]1[CH:19]=[CH:20][CH:21]=[C:22]2[C:17]=1[N:16]=[CH:15][CH:14]=[C:13]2[C:10]1[CH:11]=[CH:12][C:7]([Br:6])=[CH:8][CH:9]=1, predict the reactants needed to synthesize it. (2) Given the product [F:32][C:33]1[C:38]([F:39])=[CH:37][CH:36]=[CH:35][C:34]=1[C@H:40]([N:42]([CH2:43][C:44]1[CH:45]=[CH:46][C:47]([C:48]([O:50][CH3:51])=[O:49])=[CH:52][CH:53]=1)[C:21]([C@@H:20]1[CH2:19][C:18]2[C:13](=[CH:14][CH:15]=[CH:16][CH:17]=2)[CH2:12][N:11]1[C:9]([O:8][CH2:1][C:2]1[CH:7]=[CH:6][CH:5]=[CH:4][CH:3]=1)=[O:10])=[O:22])[CH3:41], predict the reactants needed to synthesize it. The reactants are: [CH2:1]([O:8][C:9]([N:11]1[C@H:20]([C:21](O)=[O:22])[CH2:19][C:18]2[C:13](=[CH:14][CH:15]=[CH:16][CH:17]=2)[CH2:12]1)=[O:10])[C:2]1[CH:7]=[CH:6][CH:5]=[CH:4][CH:3]=1.ClC(N(C)C)=C(C)C.[F:32][C:33]1[C:38]([F:39])=[CH:37][CH:36]=[CH:35][C:34]=1[C@H:40]([NH:42][CH2:43][C:44]1[CH:53]=[CH:52][C:47]([C:48]([O:50][CH3:51])=[O:49])=[CH:46][CH:45]=1)[CH3:41].CCN(C(C)C)C(C)C.